From a dataset of Forward reaction prediction with 1.9M reactions from USPTO patents (1976-2016). Predict the product of the given reaction. (1) Given the reactants [C:1]1(P(C2C=CC=CC=2)C2C=CC=CC=2)C=CC=CC=1.[NH2:20][C:21]1[N:22]=[CH:23][C:24]([C:38]2[CH:39]=[C:40]([CH2:44]O)[CH:41]=[CH:42][CH:43]=2)=[N:25][C:26]=1[C:27]1[NH:31][C:30]([C:32]2[CH:37]=[CH:36][CH:35]=[CH:34][CH:33]=2)=[N:29][N:28]=1.[C@@H:46]1([NH:55][S:56]([C:59]2[CH:64]=[CH:63][C:62]([N+:65]([O-:67])=[O:66])=[CH:61][C:60]=2[N+:68]([O-:70])=[O:69])(=[O:58])=[O:57])[C:54]2[C:49](=[CH:50][CH:51]=[CH:52][CH:53]=2)[CH2:48][CH2:47]1.N(C(OCC)=O)=NC(OCC)=O, predict the reaction product. The product is: [NH2:20][C:21]1[N:22]=[CH:23][C:24]([C:38]2[CH:39]=[C:40]([CH:41]=[CH:42][CH:43]=2)[CH2:44][N:55]([C@@H:46]2[C:54]3[C:49](=[CH:50][CH:51]=[CH:52][CH:53]=3)[CH2:48][CH2:47]2)[S:56]([C:59]2[CH:64]=[CH:63][C:62]([N+:65]([O-:67])=[O:66])=[CH:61][C:60]=2[N+:68]([O-:70])=[O:69])(=[O:58])=[O:57])=[N:25][C:26]=1[C:27]1[NH:31][C:30]([CH2:32][C:33]2[CH:1]=[CH:37][CH:36]=[CH:35][CH:34]=2)=[N:29][N:28]=1. (2) Given the reactants [CH3:13][O:12][C:10](=O)[C:9](N=N[C:9]([CH3:15])(C)[C:10]([O:12][CH3:13])=O)(C)[CH3:15].[OH2:17].C[C:19](=[O:22])[CH2:20]C, predict the reaction product. The product is: [C:19]([O:22][CH:9]([CH3:15])[CH2:10][O:12][CH3:13])(=[O:17])[CH3:20]. (3) Given the reactants [NH2:1][C:2]([CH2:9][C:10](=[O:12])[O-:11])([CH2:4][N+:5]([CH3:8])([CH3:7])[CH3:6])O.[N:13]([C:16]1[CH:21]=[CH:20][C:19]([C:22]([C:24]2[CH:29]=[CH:28][CH:27]=[CH:26][CH:25]=2)=[O:23])=[CH:18][CH:17]=1)=[C:14]=[O:15], predict the reaction product. The product is: [C:10]([O-:12])(=[O:11])[CH3:9].[C:22]([C:19]1[CH:20]=[CH:21][C:16]([NH:13][C:14](=[O:15])[NH:1][C@H:2]([CH2:9][C:10]([OH:11])=[O:12])[CH2:4][N+:5]([CH3:8])([CH3:7])[CH3:6])=[CH:17][CH:18]=1)(=[O:23])[C:24]1[CH:25]=[CH:26][CH:27]=[CH:28][CH:29]=1.